Dataset: CYP1A2 inhibition data for predicting drug metabolism from PubChem BioAssay. Task: Regression/Classification. Given a drug SMILES string, predict its absorption, distribution, metabolism, or excretion properties. Task type varies by dataset: regression for continuous measurements (e.g., permeability, clearance, half-life) or binary classification for categorical outcomes (e.g., BBB penetration, CYP inhibition). Dataset: cyp1a2_veith. (1) The drug is O=C(c1ccco1)N1CCC2(CCN(Cc3nccs3)CC2)CC1. The result is 0 (non-inhibitor). (2) The compound is CCOC(=O)N/N=C/c1ccc(C)o1. The result is 1 (inhibitor). (3) The drug is CC/C=C\CC[C@H](O)C1=CCCCC1=O. The result is 0 (non-inhibitor). (4) The drug is O=C(COc1cccc2ccccc12)N1c2ccccc2CCc2ccccc21. The result is 1 (inhibitor). (5) The molecule is COCCNC(=O)CCCCCn1c(=S)[nH]c2ccccc2c1=O. The result is 1 (inhibitor).